From a dataset of Full USPTO retrosynthesis dataset with 1.9M reactions from patents (1976-2016). Predict the reactants needed to synthesize the given product. (1) Given the product [C:11]([O:10][C:9](=[O:15])[NH:8][CH:4]1[CH2:5][CH2:6][CH2:7][C:2](=[O:1])[CH2:3]1)([CH3:14])([CH3:12])[CH3:13], predict the reactants needed to synthesize it. The reactants are: [OH:1][CH:2]1[CH2:7][CH2:6][CH2:5][CH:4]([NH:8][C:9](=[O:15])[O:10][C:11]([CH3:14])([CH3:13])[CH3:12])[CH2:3]1.CC(OI1(OC(C)=O)(OC(C)=O)OC(=O)C2C=CC=CC1=2)=O. (2) Given the product [SH:1][C:2]1[CH:11]=[CH:12][CH:13]=[CH:14][C:15]=1[C:6]#[N:7], predict the reactants needed to synthesize it. The reactants are: [S:1](O)(=O)(=O)[CH3:2].[CH2:6]1[CH:15]2C([CH2:11][CH2:12][CH2:13][CH2:14]2)CC[NH:7]1. (3) Given the product [Cl:1][C:2]1[CH:3]=[CH:4][C:5]([S:27]([CH2:30][CH3:31])(=[O:29])=[O:28])=[C:6]([CH2:8][NH:9][C:10](=[O:26])[C:11]2[CH:16]=[C:15]([C:17]([F:20])([F:19])[F:18])[C:14]([CH2:21][N:43]3[CH2:44][CH2:45][CH2:46][C@H:41]([NH:33][CH3:32])[CH2:42]3)=[C:13]([CH:23]3[CH2:25][CH2:24]3)[CH:12]=2)[CH:7]=1, predict the reactants needed to synthesize it. The reactants are: [Cl:1][C:2]1[CH:3]=[CH:4][C:5]([S:27]([CH2:30][CH3:31])(=[O:29])=[O:28])=[C:6]([CH2:8][NH:9][C:10](=[O:26])[C:11]2[CH:16]=[C:15]([C:17]([F:20])([F:19])[F:18])[C:14]([CH:21]=O)=[C:13]([CH:23]3[CH2:25][CH2:24]3)[CH:12]=2)[CH:7]=1.[CH3:32][N:33]([C@H:41]1[CH2:46][CH2:45][CH2:44][NH:43][CH2:42]1)C(=O)OC(C)(C)C. (4) Given the product [Cl:25][C:26]1[N:31]=[C:30]([CH2:32][C:7]([C:3]2[CH:2]=[C:1]([CH:6]=[CH:5][CH:4]=2)[C:11]([O:13][CH3:14])=[O:12])=[O:9])[CH:29]=[CH:28][N:27]=1, predict the reactants needed to synthesize it. The reactants are: [C:1]1([C:11]([O:13][CH3:14])=[O:12])[CH:6]=[CH:5][CH:4]=[C:3]([C:7]([O:9]C)=O)[CH:2]=1.[Li+].C[Si]([N-][Si](C)(C)C)(C)C.[Cl:25][C:26]1[N:31]=[C:30]([CH3:32])[CH:29]=[CH:28][N:27]=1. (5) The reactants are: [NH2:1][C:2]1[N:10]=[CH:9][N:8]=[C:7]2[C:3]=1[N:4]=[CH:5][N:6]2[C@H:11]1[C@@H:15]2[O:16]C(C)(C)[O:18][C@@H:14]2[C@@H:13]([CH2:21][N:22]([CH2:27][CH2:28][CH2:29][CH2:30][C:31]2[NH:35][C:34]3[CH:36]=[CH:37][C:38]([C:40]([CH3:43])([CH3:42])[CH3:41])=[CH:39][C:33]=3[N:32]=2)[S:23]([CH3:26])(=[O:25])=[O:24])[O:12]1. Given the product [NH2:1][C:2]1[N:10]=[CH:9][N:8]=[C:7]2[C:3]=1[N:4]=[CH:5][N:6]2[C@@H:11]1[O:12][C@H:13]([CH2:21][N:22]([CH2:27][CH2:28][CH2:29][CH2:30][C:31]2[NH:35][C:34]3[CH:36]=[CH:37][C:38]([C:40]([CH3:41])([CH3:42])[CH3:43])=[CH:39][C:33]=3[N:32]=2)[S:23]([CH3:26])(=[O:25])=[O:24])[C@@H:14]([OH:18])[C@H:15]1[OH:16], predict the reactants needed to synthesize it. (6) Given the product [Br:13][C:2]1[CH:11]=[C:10]2[C:5]([CH2:6][CH2:7][O:8][C:9]2=[O:12])=[CH:4][CH:3]=1, predict the reactants needed to synthesize it. The reactants are: N[C:2]1[CH:11]=[C:10]2[C:5]([CH2:6][CH2:7][O:8][C:9]2=[O:12])=[CH:4][CH:3]=1.[BrH:13].N([O-])=O.[Na+].